This data is from Full USPTO retrosynthesis dataset with 1.9M reactions from patents (1976-2016). The task is: Predict the reactants needed to synthesize the given product. (1) Given the product [NH:1]1[C:9]2[C:4](=[CH:5][CH:6]=[CH:7][CH:8]=2)[C:3]([CH:10]([CH3:14])[CH2:11][C:12]([OH:20])=[O:13])=[CH:2]1, predict the reactants needed to synthesize it. The reactants are: [NH:1]1[C:9]2[C:4](=[CH:5][CH:6]=[CH:7][CH:8]=2)[C:3]([CH:10]([CH3:14])[CH2:11][CH:12]=[O:13])=[CH:2]1.CC(=CC)C.[O-:20]Cl=O.[Na+]. (2) Given the product [Cl:8][C:7]1[CH:6]=[CH:5][C:4]([CH:9]2[C:18]([CH3:19])([CH3:20])[CH2:17][C:16]3[C:11](=[CH:12][CH:13]=[C:14]([C:21]([O:23][CH3:24])=[O:22])[CH:15]=3)[NH:10]2)=[CH:3][C:2]=1[NH:1][C:34](=[O:38])[CH:35]([CH3:37])[CH3:36], predict the reactants needed to synthesize it. The reactants are: [NH2:1][C:2]1[CH:3]=[C:4]([CH:9]2[C:18]([CH3:20])([CH3:19])[CH2:17][C:16]3[C:11](=[CH:12][CH:13]=[C:14]([C:21]([O:23][CH3:24])=[O:22])[CH:15]=3)[NH:10]2)[CH:5]=[CH:6][C:7]=1[Cl:8].C(N(CC)C(C)C)(C)C.[C:34](Cl)(=[O:38])[CH:35]([CH3:37])[CH3:36].C(OCC)(=O)C. (3) Given the product [OH:36][C:32]1[CH:31]=[C:30]([NH:29][CH:2]=[C:3]2[C:11]3[C:6](=[CH:7][C:8]([C:12]([C:14]4[CH:19]=[CH:18][C:17]([NH:20][C:21]([C:23]5[S:24][CH:25]=[CH:26][CH:27]=5)=[O:22])=[CH:16][CH:15]=4)=[O:13])=[CH:9][CH:10]=3)[NH:5][C:4]2=[O:28])[CH:35]=[CH:34][CH:33]=1, predict the reactants needed to synthesize it. The reactants are: O[CH:2]=[C:3]1[C:11]2[C:6](=[CH:7][C:8]([C:12]([C:14]3[CH:19]=[CH:18][C:17]([NH:20][C:21]([C:23]4[S:24][CH:25]=[CH:26][CH:27]=4)=[O:22])=[CH:16][CH:15]=3)=[O:13])=[CH:9][CH:10]=2)[NH:5][C:4]1=[O:28].[NH2:29][C:30]1[CH:31]=[C:32]([OH:36])[CH:33]=[CH:34][CH:35]=1. (4) The reactants are: [O:1]1[CH:6]=[CH:5][CH2:4][CH2:3][CH2:2]1.[Br:7][CH2:8][CH2:9][CH2:10][C:11]([CH3:15])([CH3:14])[CH2:12][OH:13].C([O-])(O)=O.[Na+]. Given the product [Br:7][CH2:8][CH2:9][CH2:10][C:11]([CH3:15])([CH3:14])[CH2:12][O:13][CH:6]1[CH2:5][CH2:4][CH2:3][CH2:2][O:1]1, predict the reactants needed to synthesize it. (5) Given the product [CH2:4]([O:5][C:6](=[O:14])[CH2:7][CH2:8][CH2:9][CH2:10][CH2:11][CH2:12][C:1]#[N:2])[CH3:15], predict the reactants needed to synthesize it. The reactants are: [C-:1]#[N:2].[Na+].[CH3:4][O:5][C:6](=[O:14])[CH2:7][CH2:8][CH2:9][CH2:10][CH2:11][CH2:12]Br.[CH3:15]S(C)=O. (6) Given the product [Cl:1][C:2]1[C:3]([C:8]2[N:12]([CH2:13][C:14]([F:15])([F:16])[F:17])[N:11]=[CH:10][C:9]=2[C:18]([NH:19][C:20]2[C:21]([C:22](=[O:24])[NH:35][CH3:34])=[CH:25][C:26](/[CH:30]=[N:31]/[O:32][CH3:33])=[CH:27][C:28]=2[CH3:29])=[O:23])=[N:4][CH:5]=[CH:6][CH:7]=1, predict the reactants needed to synthesize it. The reactants are: [Cl:1][C:2]1[C:3]([C:8]2[N:12]([CH2:13][C:14]([F:17])([F:16])[F:15])[N:11]=[CH:10][C:9]=2[C:18]2[O:23][C:22](=[O:24])[C:21]3[CH:25]=[C:26](/[CH:30]=[N:31]/[O:32][CH3:33])[CH:27]=[C:28]([CH3:29])[C:20]=3[N:19]=2)=[N:4][CH:5]=[CH:6][CH:7]=1.[CH3:34][NH2:35].